From a dataset of Peptide-MHC class I binding affinity with 185,985 pairs from IEDB/IMGT. Regression. Given a peptide amino acid sequence and an MHC pseudo amino acid sequence, predict their binding affinity value. This is MHC class I binding data. (1) The peptide sequence is SLDSWWTSL. The MHC is Patr-A0701 with pseudo-sequence Patr-A0701. The binding affinity (normalized) is 0.639. (2) The peptide sequence is LSDDSGLMV. The MHC is HLA-A02:06 with pseudo-sequence HLA-A02:06. The binding affinity (normalized) is 0.619. (3) The peptide sequence is FLHPKHWGT. The MHC is HLA-B35:01 with pseudo-sequence HLA-B35:01. The binding affinity (normalized) is 0.0847. (4) The peptide sequence is GEAMHGQV. The MHC is Mamu-A11 with pseudo-sequence Mamu-A11. The binding affinity (normalized) is 0.229. (5) The peptide sequence is FLPGQYMNI. The MHC is HLA-B58:01 with pseudo-sequence HLA-B58:01. The binding affinity (normalized) is 0.0847. (6) The peptide sequence is RVKQWVMDTL. The MHC is HLA-A68:02 with pseudo-sequence HLA-A68:02. The binding affinity (normalized) is 0.534.